Dataset: Catalyst prediction with 721,799 reactions and 888 catalyst types from USPTO. Task: Predict which catalyst facilitates the given reaction. (1) Reactant: [H-].[Na+].[Br:3][C:4]1[CH:5]=[C:6]2[NH:12][CH:11]=[CH:10][C:7]2=[N:8][CH:9]=1.[C:13]1([S:19](Cl)(=[O:21])=[O:20])[CH:18]=[CH:17][CH:16]=[CH:15][CH:14]=1. Product: [C:13]1([S:19]([N:12]2[C:6]3[C:7](=[N:8][CH:9]=[C:4]([Br:3])[CH:5]=3)[CH:10]=[CH:11]2)(=[O:21])=[O:20])[CH:18]=[CH:17][CH:16]=[CH:15][CH:14]=1. The catalyst class is: 1. (2) Reactant: [F:1][C:2]1[CH:7]=[CH:6][C:5]([CH3:8])=[CH:4][C:3]=1[NH:9][C:10]([NH:12][C:13]1[CH:33]=[CH:32][C:16]([O:17][C:18]2[CH:23]=[CH:22][N:21]=[C:20]([C:24]3[NH:28][CH:27]=[C:26]([C:29]([OH:31])=[O:30])[CH:25]=3)[CH:19]=2)=[CH:15][CH:14]=1)=[O:11].[CH2:34](O)[CH2:35][OH:36].O.Cl. Product: [F:1][C:2]1[CH:7]=[CH:6][C:5]([CH3:8])=[CH:4][C:3]=1[NH:9][C:10]([NH:12][C:13]1[CH:14]=[CH:15][C:16]([O:17][C:18]2[CH:23]=[CH:22][N:21]=[C:20]([C:24]3[NH:28][CH:27]=[C:26]([C:29]([O:31][CH2:34][CH2:35][OH:36])=[O:30])[CH:25]=3)[CH:19]=2)=[CH:32][CH:33]=1)=[O:11]. The catalyst class is: 630. (3) Reactant: [CH3:1][C:2]1[O:3][C:4]2[CH:10]=[C:9]([C:11]([O:13][CH2:14][CH3:15])=[O:12])[CH:8]=[C:7]([O:16][C:17]3[CH:22]=[CH:21][C:20]([S:23]([CH3:26])(=[O:25])=[O:24])=[CH:19][CH:18]=3)[C:5]=2[CH:6]=1.C1C(=O)N([Br:34])C(=O)C1.C(OOC(=O)C1C=CC=CC=1)(=O)C1C=CC=CC=1. Product: [Br:34][CH2:1][C:2]1[O:3][C:4]2[CH:10]=[C:9]([C:11]([O:13][CH2:14][CH3:15])=[O:12])[CH:8]=[C:7]([O:16][C:17]3[CH:22]=[CH:21][C:20]([S:23]([CH3:26])(=[O:24])=[O:25])=[CH:19][CH:18]=3)[C:5]=2[CH:6]=1. The catalyst class is: 22. (4) Product: [F:1][C:2]1[CH:7]=[C:6]([F:8])[CH:5]=[CH:4][C:3]=1[CH2:9][CH2:10][C@@H:11]1[N:16]([CH3:34])[CH2:15][CH2:14][N:13]([C:17]2[C:26]3[CH:25]=[C:24]([CH3:27])[S:23][C:22]=3[NH:21][C:20]3[CH:28]=[CH:29][CH:30]=[CH:31][C:19]=3[N:18]=2)[CH2:12]1. Reactant: [F:1][C:2]1[CH:7]=[C:6]([F:8])[CH:5]=[CH:4][C:3]=1[CH2:9][CH2:10][C@@H:11]1[NH:16][CH2:15][CH2:14][N:13]([C:17]2[C:26]3[CH:25]=[C:24]([CH3:27])[S:23][C:22]=3[NH:21][C:20]3[CH:28]=[CH:29][CH:30]=[CH:31][C:19]=3[N:18]=2)[CH2:12]1.C=O.[C:34](O[BH-](OC(=O)C)OC(=O)C)(=O)C.[Na+]. The catalyst class is: 26. (5) Reactant: [I-].[Na+].[C:3](=[O:6])(O)[O-].[Na+].[CH2:8]([O:15][C:16]1[CH:17]=[C:18]([C:24]2[O:25][CH:26]=[C:27](CCl)[N:28]=2)[CH:19]=[CH:20][C:21]=1[O:22][CH3:23])[C:9]1[CH:14]=[CH:13][CH:12]=[CH:11][CH:10]=1. Product: [CH2:8]([O:15][C:16]1[CH:17]=[C:18]([C:24]2[O:25][CH:26]=[C:27]([CH:3]=[O:6])[N:28]=2)[CH:19]=[CH:20][C:21]=1[O:22][CH3:23])[C:9]1[CH:10]=[CH:11][CH:12]=[CH:13][CH:14]=1. The catalyst class is: 550.